From a dataset of NCI-60 drug combinations with 297,098 pairs across 59 cell lines. Regression. Given two drug SMILES strings and cell line genomic features, predict the synergy score measuring deviation from expected non-interaction effect. (1) Drug 1: CC(CN1CC(=O)NC(=O)C1)N2CC(=O)NC(=O)C2. Drug 2: CCN(CC)CCNC(=O)C1=C(NC(=C1C)C=C2C3=C(C=CC(=C3)F)NC2=O)C. Cell line: OVCAR-8. Synergy scores: CSS=20.8, Synergy_ZIP=-4.80, Synergy_Bliss=3.06, Synergy_Loewe=0.855, Synergy_HSA=0.719. (2) Drug 1: C1CCN(CC1)CCOC2=CC=C(C=C2)C(=O)C3=C(SC4=C3C=CC(=C4)O)C5=CC=C(C=C5)O. Drug 2: CC1C(C(CC(O1)OC2CC(OC(C2O)C)OC3=CC4=CC5=C(C(=O)C(C(C5)C(C(=O)C(C(C)O)O)OC)OC6CC(C(C(O6)C)O)OC7CC(C(C(O7)C)O)OC8CC(C(C(O8)C)O)(C)O)C(=C4C(=C3C)O)O)O)O. Cell line: A498. Synergy scores: CSS=11.1, Synergy_ZIP=-7.90, Synergy_Bliss=-0.547, Synergy_Loewe=-0.124, Synergy_HSA=-0.261. (3) Drug 1: CNC(=O)C1=CC=CC=C1SC2=CC3=C(C=C2)C(=NN3)C=CC4=CC=CC=N4. Drug 2: CC1=C(C=C(C=C1)NC(=O)C2=CC=C(C=C2)CN3CCN(CC3)C)NC4=NC=CC(=N4)C5=CN=CC=C5. Cell line: SF-295. Synergy scores: CSS=6.18, Synergy_ZIP=-0.632, Synergy_Bliss=-1.60, Synergy_Loewe=-5.11, Synergy_HSA=-3.03. (4) Drug 1: CC12CCC3C(C1CCC2=O)CC(=C)C4=CC(=O)C=CC34C. Drug 2: CC1OCC2C(O1)C(C(C(O2)OC3C4COC(=O)C4C(C5=CC6=C(C=C35)OCO6)C7=CC(=C(C(=C7)OC)O)OC)O)O. Cell line: T-47D. Synergy scores: CSS=40.5, Synergy_ZIP=-7.13, Synergy_Bliss=-0.809, Synergy_Loewe=-15.1, Synergy_HSA=2.69. (5) Drug 1: CC1=CC=C(C=C1)C2=CC(=NN2C3=CC=C(C=C3)S(=O)(=O)N)C(F)(F)F. Drug 2: CC(C)NC(=O)C1=CC=C(C=C1)CNNC.Cl. Cell line: NCIH23. Synergy scores: CSS=-0.990, Synergy_ZIP=-0.578, Synergy_Bliss=-1.19, Synergy_Loewe=1.14, Synergy_HSA=-1.97. (6) Drug 1: C1CCC(C1)C(CC#N)N2C=C(C=N2)C3=C4C=CNC4=NC=N3. Drug 2: C1CC(C1)(C(=O)O)C(=O)O.[NH2-].[NH2-].[Pt+2]. Cell line: UACC62. Synergy scores: CSS=31.7, Synergy_ZIP=-1.65, Synergy_Bliss=4.10, Synergy_Loewe=-7.17, Synergy_HSA=-3.83.